This data is from Reaction yield outcomes from USPTO patents with 853,638 reactions. The task is: Predict the reaction yield, written as a fraction of the theoretical maximum amount of product (1.0 means a 100% yield; for example, 0.34 means a 34% yield). The reactants are [CH3:1][O:2][C:3]([NH:5][NH2:6])=[O:4].C(O)(=O)C.O.[CH3:12][C:13]([CH3:15])=O. No catalyst specified. The product is [CH3:1][O:2][C:3]([NH:5][N:6]=[C:13]([CH3:15])[CH3:12])=[O:4]. The yield is 0.890.